This data is from Full USPTO retrosynthesis dataset with 1.9M reactions from patents (1976-2016). The task is: Predict the reactants needed to synthesize the given product. (1) Given the product [I:1][C:2]1[CH:13]=[CH:12][C:5]([O:6][C@@H:7]2[CH2:11][CH2:10][O:9][CH2:8]2)=[C:4]([NH2:14])[CH:3]=1, predict the reactants needed to synthesize it. The reactants are: [I:1][C:2]1[CH:13]=[CH:12][C:5]([O:6][C@@H:7]2[CH2:11][CH2:10][O:9][CH2:8]2)=[C:4]([N+:14]([O-])=O)[CH:3]=1. (2) Given the product [C:1]([O:5][C:6]([N:8]1[CH2:22][CH2:21][C:11]2[N:12]([CH3:25])[C:13]3[C:14]([CH3:20])=[CH:15][CH:16]=[C:17]([F:19])[C:18]=3[C:10]=2[CH2:9]1)=[O:7])([CH3:4])([CH3:2])[CH3:3], predict the reactants needed to synthesize it. The reactants are: [C:1]([O:5][C:6]([N:8]1[CH2:22][CH2:21][C:11]2[NH:12][C:13]3[C:14]([CH3:20])=[CH:15][CH:16]=[C:17]([F:19])[C:18]=3[C:10]=2[CH2:9]1)=[O:7])([CH3:4])([CH3:3])[CH3:2].[OH-].[K+].[CH3:25]OCCOC. (3) The reactants are: C(=O)([O-])[O-].[Na+:5].[Na+].Br.Br[C:9]1[NH:10][CH:11]([OH:17])[C:12](=[O:16])[N:13]([CH3:15])[CH:14]=1.[CH3:18][C:19]1[C:24](B2OC(C)(C)C(C)(C)O2)=[CH:23][CH:22]=[CH:21][C:20]=1[NH:34][C:35]([C:37]1[S:41][C:40]2[CH2:42][CH2:43][CH2:44][CH2:45][C:39]=2[CH:38]=1)=[O:36]. Given the product [CH3:15][N:13]1[CH:14]=[C:9]([C:24]2[CH:23]=[CH:22][CH:21]=[C:20]([NH:34][C:35]([C:37]3[S:41][C:40]4[CH2:42][CH2:43][CH2:44][CH2:45][C:39]=4[CH:38]=3)=[O:36])[C:19]=2[CH3:18])[N:10]=[C:11]([O-:17])[C:12]1=[O:16].[Na+:5], predict the reactants needed to synthesize it. (4) Given the product [C:1]([C:8]1[NH:12][C:11]2[CH:13]=[CH:14][C:15]([C:17]#[N:18])=[CH:16][C:10]=2[N:9]=1)(=[O:19])[C:2]1[CH:3]=[CH:4][CH:5]=[CH:6][CH:7]=1, predict the reactants needed to synthesize it. The reactants are: [CH2:1]([C:8]1[NH:12][C:11]2[CH:13]=[CH:14][C:15]([C:17]#[N:18])=[CH:16][C:10]=2[N:9]=1)[C:2]1[CH:7]=[CH:6][CH:5]=[CH:4][CH:3]=1.[OH2:19].[OH-].[Na+]. (5) Given the product [C:1]([O:5][C:6]([N:8]1[CH:13]([CH2:14][O:15][CH3:16])[CH2:12][CH:11]([NH:26][CH2:25][C:24]2[CH:27]=[C:28]([C:30]([F:31])([F:32])[F:33])[CH:29]=[C:22]([C:21]([F:20])([F:34])[F:35])[CH:23]=2)[CH2:10][CH:9]1[CH2:18][CH3:19])=[O:7])([CH3:4])([CH3:3])[CH3:2], predict the reactants needed to synthesize it. The reactants are: [C:1]([O:5][C:6]([N:8]1[CH:13]([CH2:14][O:15][CH3:16])[CH2:12][C:11](=O)[CH2:10][CH:9]1[CH2:18][CH3:19])=[O:7])([CH3:4])([CH3:3])[CH3:2].[F:20][C:21]([F:35])([F:34])[C:22]1[CH:23]=[C:24]([CH:27]=[C:28]([C:30]([F:33])([F:32])[F:31])[CH:29]=1)[CH2:25][NH2:26].C(O)(=O)C.[BH-](OC(C)=O)(OC(C)=O)OC(C)=O.[Na+]. (6) Given the product [NH2:1][C:4]1[C:9]([O:10][CH:11]2[C:15]3([CH2:16][CH2:17]3)[CH2:14][N:13]([C:18]([O:20][C:21]([CH3:24])([CH3:23])[CH3:22])=[O:19])[CH2:12]2)=[CH:8][CH:7]=[CH:6][N:5]=1, predict the reactants needed to synthesize it. The reactants are: [N+:1]([C:4]1[C:9]([O:10][CH:11]2[C:15]3([CH2:17][CH2:16]3)[CH2:14][N:13]([C:18]([O:20][C:21]([CH3:24])([CH3:23])[CH3:22])=[O:19])[CH2:12]2)=[CH:8][CH:7]=[CH:6][N:5]=1)([O-])=O. (7) The reactants are: [Cl:1][C:2]1[CH:7]=[CH:6][CH:5]=[CH:4][C:3]=1[C:8]1[N:9]=[C:10]([CH:13]2[O:18][CH2:17][CH2:16][NH:15][CH2:14]2)[NH:11][CH:12]=1.[Cl:19][C:20]1[CH:25]=[C:24](Cl)[N:23]=[C:22]([NH2:27])[N:21]=1.CCN(C(C)C)C(C)C. Given the product [Cl:19][C:20]1[CH:25]=[C:24]([N:15]2[CH2:16][CH2:17][O:18][CH:13]([C:10]3[NH:11][CH:12]=[C:8]([C:3]4[CH:4]=[CH:5][CH:6]=[CH:7][C:2]=4[Cl:1])[N:9]=3)[CH2:14]2)[N:23]=[C:22]([NH2:27])[N:21]=1, predict the reactants needed to synthesize it.